Dataset: Reaction yield outcomes from USPTO patents with 853,638 reactions. Task: Predict the reaction yield, written as a fraction of the theoretical maximum amount of product (1.0 means a 100% yield; for example, 0.34 means a 34% yield). (1) The reactants are C(OC([N:11]1[CH2:16][N:15]([C:17]2[CH:22]=[CH:21][C:20]([O:23][C:24]3[CH:29]=[CH:28][C:27]([C:30]([F:33])([F:32])[F:31])=[CH:26][C:25]=3[Cl:34])=[CH:19][C:18]=2[F:35])[C:14](=[O:36])[N:13]([C:37](=[O:46])[C:38]2[C:43]([F:44])=[CH:42][CH:41]=[CH:40][C:39]=2[F:45])[CH2:12]1)=O)C1C=CC=CC=1. The catalyst is [C].[Pd].C(O)C. The product is [Cl:34][C:25]1[CH:26]=[C:27]([C:30]([F:33])([F:32])[F:31])[CH:28]=[CH:29][C:24]=1[O:23][C:20]1[CH:21]=[CH:22][C:17]([N:15]2[CH2:16][NH:11][CH2:12][N:13]([C:37](=[O:46])[C:38]3[C:43]([F:44])=[CH:42][CH:41]=[CH:40][C:39]=3[F:45])[C:14]2=[O:36])=[C:18]([F:35])[CH:19]=1. The yield is 0.650. (2) The reactants are [C:1]([O:5][C:6]([N:8]1[C:13]2[CH:14]=[C:15]([Cl:18])[CH:16]=[CH:17][C:12]=2[O:11][CH:10]([CH2:19][C:20]([O:22]C)=[O:21])[CH2:9]1)=[O:7])([CH3:4])([CH3:3])[CH3:2].[OH-].[Li+]. The catalyst is C1COCC1.O. The product is [C:1]([O:5][C:6]([N:8]1[C:13]2[CH:14]=[C:15]([Cl:18])[CH:16]=[CH:17][C:12]=2[O:11][CH:10]([CH2:19][C:20]([OH:22])=[O:21])[CH2:9]1)=[O:7])([CH3:4])([CH3:2])[CH3:3]. The yield is 0.830. (3) The reactants are [NH2:1][C:2]1[CH:7]=[CH:6][C:5]([OH:8])=[CH:4][CH:3]=1.[CH:9]1([C:15](Cl)=[O:16])[CH2:14][CH2:13][CH2:12][CH2:11][CH2:10]1.N1C=CC=CC=1.[OH-].[Na+].Cl. The catalyst is ClCCl.C1COCC1. The product is [OH:8][C:5]1[CH:6]=[CH:7][C:2]([NH:1][C:15]([CH:9]2[CH2:14][CH2:13][CH2:12][CH2:11][CH2:10]2)=[O:16])=[CH:3][CH:4]=1. The yield is 0.410. (4) The reactants are [CH3:1][CH:2]([C:8](=[O:15])[CH2:9][C:10]([O:12][CH2:13][CH3:14])=[O:11])[C:3]([O:5]CC)=O.[CH:16](OCC)(OCC)OCC.C(OC(=O)C)(=O)C.[CH2:33]([O:40][NH2:41])[C:34]1[CH:39]=[CH:38][CH:37]=[CH:36][CH:35]=1.C(N(CC)CC)C.C1CCN2C(=NCCC2)CC1.Cl. The catalyst is O. The product is [CH2:33]([O:40][N:41]1[C:3](=[O:5])[C:2]([CH3:1])=[C:8]([OH:15])[C:9]([C:10]([O:12][CH2:13][CH3:14])=[O:11])=[CH:16]1)[C:34]1[CH:39]=[CH:38][CH:37]=[CH:36][CH:35]=1. The yield is 0.400. (5) The reactants are Cl[C:2]1[N:7]=[C:6]([C:8]2[C:16]3[C:11](=[CH:12][CH:13]=[C:14]([C:17]([N:19]([CH3:21])[CH3:20])=[O:18])[CH:15]=3)[N:10]([CH:22]3[CH2:27][CH2:26][CH2:25][CH2:24][O:23]3)[N:9]=2)[CH:5]=[CH:4][N:3]=1.[NH:28]1[CH2:33][CH2:32][CH:31]([NH:34][C:35](=[O:41])[O:36][C:37]([CH3:40])([CH3:39])[CH3:38])[CH2:30][CH2:29]1. The catalyst is CS(C)=O. The product is [CH3:20][N:19]([CH3:21])[C:17]([C:14]1[CH:15]=[C:16]2[C:11](=[CH:12][CH:13]=1)[N:10]([CH:22]1[CH2:27][CH2:26][CH2:25][CH2:24][O:23]1)[N:9]=[C:8]2[C:6]1[CH:5]=[CH:4][N:3]=[C:2]([N:28]2[CH2:29][CH2:30][CH:31]([NH:34][C:35](=[O:41])[O:36][C:37]([CH3:39])([CH3:38])[CH3:40])[CH2:32][CH2:33]2)[N:7]=1)=[O:18]. The yield is 0.480. (6) The reactants are [Cl:1][C:2]1[CH:34]=[CH:33][C:5]([CH2:6][N:7]2[C:15]3[C:14](=[O:16])[N:13]([CH2:17][CH2:18][CH2:19][O:20][CH:21]4[CH2:26][CH2:25][CH2:24][CH2:23][O:22]4)[C:12](=[O:27])[N:11]([CH3:28])[C:10]=3[N:9]=[C:8]2[CH2:29][CH2:30][CH2:31][OH:32])=[CH:4][CH:3]=1.[H-].[Na+].I[CH2:38][CH3:39]. The catalyst is CN(C=O)C. The product is [Cl:1][C:2]1[CH:3]=[CH:4][C:5]([CH2:6][N:7]2[C:15]3[C:14](=[O:16])[N:13]([CH2:17][CH2:18][CH2:19][O:20][CH:21]4[CH2:26][CH2:25][CH2:24][CH2:23][O:22]4)[C:12](=[O:27])[N:11]([CH3:28])[C:10]=3[N:9]=[C:8]2[CH2:29][CH2:30][CH2:31][O:32][CH2:38][CH3:39])=[CH:33][CH:34]=1. The yield is 0.906. (7) The product is [Br:1][C:2]1[CH:7]=[C:6]([CH2:8][NH:9][C:10]2[CH:27]=[CH:26][CH:25]=[CH:24][C:11]=2[C:12]([NH:14][C:15]2[CH:16]=[C:17]3[C:21](=[CH:22][CH:23]=2)[N:20]([CH3:28])[N:19]=[CH:18]3)=[O:13])[CH:5]=[CH:4][N:3]=1.[Br:1][C:2]1[CH:7]=[C:6]([CH2:8][NH:9][C:10]2[CH:27]=[CH:26][CH:25]=[CH:24][C:11]=2[C:12]([NH:14][C:15]2[CH:23]=[CH:22][C:21]3[C:17](=[CH:18][N:19]([CH3:28])[N:20]=3)[CH:16]=2)=[O:13])[CH:5]=[CH:4][N:3]=1. The yield is 0.410. The reactants are [Br:1][C:2]1[CH:7]=[C:6]([CH2:8][NH:9][C:10]2[CH:27]=[CH:26][CH:25]=[CH:24][C:11]=2[C:12]([NH:14][C:15]2[CH:16]=[C:17]3[C:21](=[CH:22][CH:23]=2)[NH:20][N:19]=[CH:18]3)=[O:13])[CH:5]=[CH:4][N:3]=1.[C:28](=O)([O-])[O-].[Cs+].[Cs+].CI. The catalyst is CN(C)C=O. (8) The reactants are [Cl:1][C:2]1[CH:7]=[CH:6][C:5]([S:8]([CH2:11][C:12]2[CH:17]=[C:16]([F:18])[CH:15]=[CH:14][C:13]=2[F:19])(=[O:10])=[O:9])=[CH:4][CH:3]=1.[CH3:20]N(CN(C)C)C.C(OC(=O)C)(=O)C.O. The catalyst is CN(C)C=O. The product is [Cl:1][C:2]1[CH:3]=[CH:4][C:5]([S:8]([CH:11]=[CH:12][C:13]2([F:19])[CH:14]=[CH:15][C:16]([F:18])=[CH:17][CH2:20]2)(=[O:9])=[O:10])=[CH:6][CH:7]=1. The yield is 0.950. (9) The reactants are C([O:3][C:4](=O)[C:5]1[CH:10]=[CH:9][C:8]([OH:11])=[C:7]([Cl:12])[CH:6]=1)C.[NH2:14][NH2:15]. No catalyst specified. The product is [Cl:12][C:7]1[CH:6]=[C:5]([CH:10]=[CH:9][C:8]=1[OH:11])[C:4]([NH:14][NH2:15])=[O:3]. The yield is 0.690.